The task is: Predict which catalyst facilitates the given reaction.. This data is from Catalyst prediction with 721,799 reactions and 888 catalyst types from USPTO. (1) Reactant: [NH2:1][C@H:2]1[CH2:7][CH2:6][C@H:5]([NH:8][C:9]2[CH:10]=[C:11]([N:28](CC3C=CC(OC)=CC=3)[C:29]3[CH:34]=[CH:33][CH:32]=[CH:31][N:30]=3)[C:12]3[N:13]([C:15]([C:18]([NH:20][C:21]4[CH:26]=[CH:25][N:24]=[CH:23][C:22]=4[F:27])=[O:19])=[CH:16][N:17]=3)[N:14]=2)[CH2:4][CH2:3]1.CCN(C(C)C)C(C)C.Br[CH2:54][C:55]([O:57][CH3:58])=[O:56]. Product: [F:27][C:22]1[CH:23]=[N:24][CH:25]=[CH:26][C:21]=1[NH:20][C:18]([C:15]1[N:13]2[N:14]=[C:9]([NH:8][C@H:5]3[CH2:6][CH2:7][C@H:2]([NH:1][CH2:54][C:55]([O:57][CH3:58])=[O:56])[CH2:3][CH2:4]3)[CH:10]=[C:11]([NH:28][C:29]3[CH:34]=[CH:33][CH:32]=[CH:31][N:30]=3)[C:12]2=[N:17][CH:16]=1)=[O:19]. The catalyst class is: 2. (2) Reactant: C1C2[CH:12]([CH2:14][O:15][C:16]([NH:18][C@@H:19]([CH2:23][S:24][CH2:25][C@H:26]([O:41][CH2:42][CH2:43][CH2:44][CH2:45][CH2:46][CH2:47][CH2:48][CH2:49][CH2:50][CH2:51][CH2:52][CH3:53])[CH2:27][O:28][CH2:29][CH2:30][CH2:31][CH2:32][CH2:33][CH2:34][CH2:35][CH2:36][CH2:37][CH2:38][CH2:39][CH3:40])[C:20](O)=[O:21])=[O:17])[C:11]3[C:6](=[CH:7][CH:8]=[CH:9][CH:10]=3)C=2C=CC=1.CN(C(ON1N=N[C:64]2[CH:65]=[CH:66][CH:67]=[CH:68][C:63]1=2)=[N+](C)C)C.F[P-](F)(F)(F)(F)F.CCN(C(C)C)C(C)C.[NH2:87][CH2:88][CH2:89][O:90][CH2:91][CH2:92][O:93][CH2:94][CH2:95][O:96][CH2:97][CH2:98][C:99]([O:101][C:102]([CH3:105])([CH3:104])[CH3:103])=[O:100]. Product: [CH:65]1[C:64]2[CH:12]([CH2:14][O:15][C:16]([NH:18][C@@H:19]([CH2:23][S:24][CH2:25][C@H:26]([O:41][CH2:42][CH2:43][CH2:44][CH2:45][CH2:46][CH2:47][CH2:48][CH2:49][CH2:50][CH2:51][CH2:52][CH3:53])[CH2:27][O:28][CH2:29][CH2:30][CH2:31][CH2:32][CH2:33][CH2:34][CH2:35][CH2:36][CH2:37][CH2:38][CH2:39][CH3:40])[C:20](=[O:21])[NH:87][CH2:88][CH2:89][O:90][CH2:91][CH2:92][O:93][CH2:94][CH2:95][O:96][CH2:97][CH2:98][C:99]([O:101][C:102]([CH3:105])([CH3:104])[CH3:103])=[O:100])=[O:17])[C:11]3[C:10](=[CH:9][CH:8]=[CH:7][CH:6]=3)[C:63]=2[CH:68]=[CH:67][CH:66]=1. The catalyst class is: 2. (3) Reactant: C([O-])(=O)C.[NH4+].[N+:6]([C:9]1[C:24]([C:25](=[O:27])[CH3:26])=[CH:23][C:12]2[O:13][CH2:14][CH2:15][O:16][CH2:17][CH2:18][O:19][CH2:20][CH2:21][O:22][C:11]=2[CH:10]=1)([O-])=O.C1(C)C=CC=CC=1. Product: [NH2:6][C:9]1[C:24]([C:25](=[O:27])[CH3:26])=[CH:23][C:12]2[O:13][CH2:14][CH2:15][O:16][CH2:17][CH2:18][O:19][CH2:20][CH2:21][O:22][C:11]=2[CH:10]=1. The catalyst class is: 150.